From a dataset of Catalyst prediction with 721,799 reactions and 888 catalyst types from USPTO. Predict which catalyst facilitates the given reaction. (1) Reactant: [Br:1][C:2]1[CH:10]=[CH:9][C:5]([CH2:6][NH:7][CH3:8])=[C:4]([CH2:11][S:12][CH2:13][CH2:14][CH2:15]C2C=CC=CC=2)[CH:3]=1.C(O[CH2:26][CH3:27])(=O)C.[OH2:28]. The catalyst class is: 5. Product: [Br:1][C:2]1[CH:10]=[CH:9][C:5]([CH2:6][NH:7][CH3:8])=[C:4]([CH:11]([C:27]2[CH:26]=[CH:4][CH:3]=[CH:2][CH:10]=2)[S:12]([CH2:13][CH2:14][CH3:15])=[O:28])[CH:3]=1. (2) Product: [CH3:42][C:43]1[CH:48]=[C:47]([CH3:49])[CH:46]=[C:45]([CH3:50])[C:44]=1[N:51]=[C:52]([C:54]1[CH:59]=[CH:58][CH:57]=[C:56]([C:60](=[N:62][C:63]2[CH:68]=[C:67]([C:69]3[CH:70]=[CH:71][CH:72]=[CH:73][CH:74]=3)[C:66]([OH:75])=[C:65]([C:79]3[CH:84]=[CH:83][CH:82]=[CH:81][CH:80]=3)[CH:64]=2)[CH3:61])[N:55]=1)[CH3:53]. Reactant: OC1C(C2C=CC=CC=2)=CC(N)=CC=1C1C=CC=CC=1.CC1C=C(C)C=C(C)C=1N=C(C1C=CC=C(C(=O)C)N=1)C.[CH3:42][C:43]1[CH:48]=[C:47]([CH3:49])[CH:46]=[C:45]([CH3:50])[C:44]=1[N:51]=[C:52]([C:54]1[CH:59]=[CH:58][CH:57]=[C:56]([C:60](=[N:62][C:63]2[CH:68]=[C:67]([C:69]3[CH:74]=[CH:73][CH:72]=[CH:71][CH:70]=3)[C:66]([O:75]CCC)=[C:65]([C:79]3[CH:84]=[CH:83][CH:82]=[CH:81][CH:80]=3)[CH:64]=2)[CH3:61])[N:55]=1)[CH3:53]. The catalyst class is: 11. (3) Reactant: [CH2:1]([O:8][C:9]1[CH:38]=[CH:37][C:36]([C:39]([F:42])([F:41])[F:40])=[CH:35][C:10]=1[CH2:11][N:12]([CH2:20][C:21]1[CH:26]=[C:25]([C:27]([F:30])([F:29])[F:28])[CH:24]=[C:23]([C:31]([F:34])([F:33])[F:32])[CH:22]=1)[C:13]1[N:18]=[CH:17][C:16](Br)=[CH:15][N:14]=1)[C:2]1[CH:7]=[CH:6][CH:5]=[CH:4][CH:3]=1.C([O-])(=[O:45])C.[K+].B1(B2OC(C)(C)C(C)(C)O2)OC(C)(C)C(C)(C)O1.C(OCC)(=O)C. Product: [CH2:1]([O:8][C:9]1[CH:38]=[CH:37][C:36]([C:39]([F:42])([F:41])[F:40])=[CH:35][C:10]=1[CH2:11][N:12]([CH2:20][C:21]1[CH:26]=[C:25]([C:27]([F:30])([F:29])[F:28])[CH:24]=[C:23]([C:31]([F:34])([F:33])[F:32])[CH:22]=1)[C:13]1[N:18]=[CH:17][C:16]([OH:45])=[CH:15][N:14]=1)[C:2]1[CH:7]=[CH:6][CH:5]=[CH:4][CH:3]=1. The catalyst class is: 550.